Dataset: Full USPTO retrosynthesis dataset with 1.9M reactions from patents (1976-2016). Task: Predict the reactants needed to synthesize the given product. The reactants are: [C:1]([O:5][C:6]([N:8]1[CH2:13][CH2:12][CH:11]([N:14]2[CH:18]=[C:17]([C:19]3[C:20]([O:34][CH:35]4[CH2:38][CH2:37][CH2:36]4)=[C:21]4[C:26](=[CH:27][CH:28]=3)[N:25]([C:29]([O:31][CH3:32])=[O:30])[C@@H:24]([CH3:33])[CH2:23][CH2:22]4)[CH:16]=[N:15]2)[CH:10]([OH:39])[CH2:9]1)=[O:7])([CH3:4])([CH3:3])[CH3:2].[CH3:40]N(C)C=O.[H-].[Na+].CI. Given the product [C:1]([O:5][C:6]([N:8]1[CH2:13][CH2:12][CH:11]([N:14]2[CH:18]=[C:17]([C:19]3[C:20]([O:34][CH:35]4[CH2:38][CH2:37][CH2:36]4)=[C:21]4[C:26](=[CH:27][CH:28]=3)[N:25]([C:29]([O:31][CH3:32])=[O:30])[C@@H:24]([CH3:33])[CH2:23][CH2:22]4)[CH:16]=[N:15]2)[CH:10]([O:39][CH3:40])[CH2:9]1)=[O:7])([CH3:2])([CH3:3])[CH3:4], predict the reactants needed to synthesize it.